Dataset: Full USPTO retrosynthesis dataset with 1.9M reactions from patents (1976-2016). Task: Predict the reactants needed to synthesize the given product. (1) Given the product [F:12][C:13]1[CH:14]=[C:15]([NH:16][C:5]2[N:6]=[CH:7][CH:8]=[CH:9][C:4]=2[C:3]([O:2][CH3:1])=[O:11])[CH:17]=[CH:18][C:19]=1[CH3:20], predict the reactants needed to synthesize it. The reactants are: [CH3:1][O:2][C:3](=[O:11])[C:4]1[CH:9]=[CH:8][CH:7]=[N:6][C:5]=1F.[F:12][C:13]1[CH:14]=[C:15]([CH:17]=[CH:18][C:19]=1[CH3:20])[NH2:16]. (2) Given the product [Cl:18][C:2]1[N:3]([CH3:15])[C:4](=[O:14])[CH:5]=[C:6]([C:8]2[CH:13]=[CH:12][N:11]=[CH:10][N:9]=2)[N:7]=1, predict the reactants needed to synthesize it. The reactants are: S[C:2]1[N:3]([CH3:15])[C:4](=[O:14])[CH:5]=[C:6]([C:8]2[CH:13]=[CH:12][N:11]=[CH:10][N:9]=2)[N:7]=1.P(Cl)(Cl)([Cl:18])=O.C(=O)([O-])[O-].[Na+].[Na+].C(=O)([O-])O.[Na+].Cl[O-].[Na+]. (3) Given the product [Cl:1][C:2]1[CH:7]=[CH:6][C:5]([CH2:8][NH:9][C:27]([C:25]2[C:26]3[C:18]([CH3:17])=[CH:19][S:20][C:21]=3[N:22]=[CH:23][N:24]=2)=[O:28])=[CH:4][CH:3]=1, predict the reactants needed to synthesize it. The reactants are: [Cl:1][C:2]1[CH:7]=[CH:6][C:5]([CH2:8][NH2:9])=[CH:4][CH:3]=1.C(N(CC)CC)C.[CH3:17][C:18]1[C:26]2[C:25]([C:27](O)=[O:28])=[N:24][CH:23]=[N:22][C:21]=2[S:20][CH:19]=1.CN(C(ON1N=NC2C=CC=NC1=2)=[N+](C)C)C.F[P-](F)(F)(F)(F)F. (4) Given the product [Br:10][C:11]1[C:12]([CH:19]=[O:5])=[N:13][C:14]([CH3:18])=[CH:15][C:16]=1[CH3:17], predict the reactants needed to synthesize it. The reactants are: C[O-].[Na+].[N+](C(C)C)([O-])=[O:5].[Br:10][C:11]1[C:12]([CH2:19]Br)=[N:13][C:14]([CH3:18])=[CH:15][C:16]=1[CH3:17]. (5) The reactants are: [S-:1][C:2]#[N:3].[NH4+].[Br:5][C:6]1[CH:7]=[C:8]2[C:12](=[CH:13][CH:14]=1)[NH:11][N:10]=[C:9]2[NH2:15]. Given the product [Br:5][C:6]1[CH:7]=[C:8]2[C:12](=[CH:13][CH:14]=1)[NH:11][N:10]=[C:9]2[NH:15][C:2]([NH2:3])=[S:1], predict the reactants needed to synthesize it. (6) Given the product [CH3:28][S:29]([C:32]1[CH:33]=[C:34]2[C:38](=[CH:39][CH:40]=1)[N:37]([NH:41][C:25]([C:21]1[C:22]([CH3:24])=[N:23][C:18]([C:14]3[CH:15]=[CH:16][CH:17]=[C:12]([F:11])[CH:13]=3)=[N:19][CH:20]=1)=[O:26])[CH:36]=[CH:35]2)(=[O:31])=[O:30], predict the reactants needed to synthesize it. The reactants are: C[Si]([N-][Si](C)(C)C)(C)C.[Na+].[F:11][C:12]1[CH:13]=[C:14]([C:18]2[N:23]=[C:22]([CH3:24])[C:21]([C:25](Cl)=[O:26])=[CH:20][N:19]=2)[CH:15]=[CH:16][CH:17]=1.[CH3:28][S:29]([C:32]1[CH:33]=[C:34]2[C:38](=[CH:39][CH:40]=1)[N:37]([NH2:41])[CH:36]=[CH:35]2)(=[O:31])=[O:30].